From a dataset of Reaction yield outcomes from USPTO patents with 853,638 reactions. Predict the reaction yield, written as a fraction of the theoretical maximum amount of product (1.0 means a 100% yield; for example, 0.34 means a 34% yield). (1) The reactants are C[Si](Cl)(C)C.[Na+].[I-].C[O:9][C:10]1[C:11](=[O:37])[C:12]([C:26]2[N:30]([C:31]3[CH:36]=[CH:35][CH:34]=[CH:33][CH:32]=3)[N:29]=[CH:28][CH:27]=2)=[N:13][N:14]([C:16]2[CH:21]=[CH:20][CH:19]=[C:18]([C:22]([F:25])([F:24])[F:23])[CH:17]=2)[CH:15]=1.O. The catalyst is CC#N. The product is [OH:9][C:10]1[C:11](=[O:37])[C:12]([C:26]2[N:30]([C:31]3[CH:32]=[CH:33][CH:34]=[CH:35][CH:36]=3)[N:29]=[CH:28][CH:27]=2)=[N:13][N:14]([C:16]2[CH:21]=[CH:20][CH:19]=[C:18]([C:22]([F:23])([F:25])[F:24])[CH:17]=2)[CH:15]=1. The yield is 0.840. (2) The reactants are [Br:1][C:2]1[CH:3]=[C:4](/[CH:9]=[CH:10]/[C:11]([N:13]([C:15]2([C:28](=[O:42])[NH:29][CH2:30][CH2:31][C:32]3[C:40]4[C:35](=[CH:36][CH:37]=[C:38]([F:41])[CH:39]=4)[NH:34][CH:33]=3)[CH2:20][CH2:19][N:18](C(OC(C)(C)C)=O)[CH2:17][CH2:16]2)[CH3:14])=[O:12])[CH:5]=[CH:6][C:7]=1[F:8].C(O)(C(F)(F)F)=O.C([O-])(O)=O.[Na+].[OH-].[Na+]. The catalyst is C(Cl)Cl. The product is [Br:1][C:2]1[CH:3]=[C:4](/[CH:9]=[CH:10]/[C:11]([N:13]([C:15]2([C:28]([NH:29][CH2:30][CH2:31][C:32]3[C:40]4[C:35](=[CH:36][CH:37]=[C:38]([F:41])[CH:39]=4)[NH:34][CH:33]=3)=[O:42])[CH2:20][CH2:19][NH:18][CH2:17][CH2:16]2)[CH3:14])=[O:12])[CH:5]=[CH:6][C:7]=1[F:8]. The yield is 0.610. (3) The reactants are [CH3:1][O:2][C:3]([C:5]1[CH:6]=[C:7]([CH:11]=[CH:12][CH:13]=1)[C:8](O)=[O:9])=[O:4]. The catalyst is C1COCC1. The product is [OH:9][CH2:8][C:7]1[CH:6]=[C:5]([CH:13]=[CH:12][CH:11]=1)[C:3]([O:2][CH3:1])=[O:4]. The yield is 0.870. (4) The reactants are [C:1]1([C:7]2[O:8][CH:9]=[CH:10][CH:11]=2)[CH:6]=[CH:5][CH:4]=[CH:3][CH:2]=1.[Li]CCCC.[CH3:17][C:18]1([CH3:29])[C:22]([CH3:24])([CH3:23])[O:21][B:20](OC(C)C)[O:19]1. The catalyst is O1CCCC1. The product is [CH3:17][C:18]1([CH3:29])[C:22]([CH3:24])([CH3:23])[O:21][B:20]([C:9]2[O:8][C:7]([C:1]3[CH:2]=[CH:3][CH:4]=[CH:5][CH:6]=3)=[CH:11][CH:10]=2)[O:19]1. The yield is 0.250. (5) The reactants are [S:1]1[C:5]2[CH2:6][CH2:7][CH2:8][CH2:9][C:4]=2[N:3]=[C:2]1[C:10]1[C:14]([C:15]([O:17][CH2:18][CH3:19])=[O:16])=[CH:13][NH:12][N:11]=1.Cl[CH2:21][O:22][CH2:23][CH2:24][Si:25]([CH3:28])([CH3:27])[CH3:26].[H-].[Na+]. No catalyst specified. The product is [S:1]1[C:5]2[CH2:6][CH2:7][CH2:8][CH2:9][C:4]=2[N:3]=[C:2]1[C:10]1[C:14]([C:15]([O:17][CH2:18][CH3:19])=[O:16])=[CH:13][N:12]([CH2:21][O:22][CH2:23][CH2:24][Si:25]([CH3:28])([CH3:27])[CH3:26])[N:11]=1. The yield is 0.570. (6) The reactants are [O:1]=[CH:2][C@H:3]([C@H:5]([C@H:7]([CH2:9][OH:10])[OH:8])[OH:6])[OH:4].Cl.C(O[C:16](=[O:18])[CH3:17])(=O)C.S(=O)(=O)(O)O.[C:24]([OH:27])(=O)[CH3:25]. The catalyst is CO.N1C=CC=CC=1. The product is [C:2]([O:1][C@H:2]1[O:8][C@@H:7]([CH2:9][O:10][C:16](=[O:18])[CH3:17])[C@H:5]([O:6][C:24](=[O:27])[CH3:25])[C@@H:3]1[O:4][C:5](=[O:6])[CH3:7])(=[O:1])[CH3:3]. The yield is 0.570. (7) The reactants are C(N(CC)CC)C.[NH2:8][C:9]1[CH:14]=[CH:13][CH:12]=[CH:11][C:10]=1[OH:15].[C:16](=O)(OC(Cl)(Cl)Cl)[O:17]C(Cl)(Cl)Cl. The catalyst is ClCCl. The product is [O:15]1[C:10]2[CH:11]=[CH:12][CH:13]=[CH:14][C:9]=2[NH:8][C:16]1=[O:17]. The yield is 0.480. (8) The reactants are [NH2:1][C:2]1[CH:3]=[C:4]([C:8]2[C:22]([C:23]3[CH:28]=[CH:27][N:26]=[C:25]([NH:29][CH:30]4[CH2:34][CH2:33][CH2:32][CH2:31]4)[N:24]=3)=[C:11]3[CH:12]=[CH:13][CH:14]=[C:15]([NH:16][CH:17]4[CH2:21][CH2:20][CH2:19][CH2:18]4)[N:10]3[N:9]=2)[CH:5]=[CH:6][CH:7]=1.C(N(CC)CC)C.[C:42](Cl)(=[O:44])[CH3:43].O. The catalyst is CN(C)C=O. The product is [CH:17]1([NH:16][C:15]2[N:10]3[N:9]=[C:8]([C:4]4[CH:3]=[C:2]([NH:1][C:42](=[O:44])[CH3:43])[CH:7]=[CH:6][CH:5]=4)[C:22]([C:23]4[CH:28]=[CH:27][N:26]=[C:25]([NH:29][CH:30]5[CH2:31][CH2:32][CH2:33][CH2:34]5)[N:24]=4)=[C:11]3[CH:12]=[CH:13][CH:14]=2)[CH2:21][CH2:20][CH2:19][CH2:18]1. The yield is 0.920. (9) The reactants are C[O:2][C:3]1[C:11]2[O:10][C:9]([CH3:13])([CH3:12])[C:8](=[O:14])[C:7]=2[C:6]([CH3:15])=[CH:5][C:4]=1[CH3:16].Br.O.C(=O)(O)[O-].[Na+]. The catalyst is C(O)(=O)C. The product is [OH:2][C:3]1[C:11]2[O:10][C:9]([CH3:12])([CH3:13])[C:8](=[O:14])[C:7]=2[C:6]([CH3:15])=[CH:5][C:4]=1[CH3:16]. The yield is 0.950. (10) The reactants are [CH:1]([O:4][C:5]([N:7]1[CH2:12][CH2:11][CH:10]([O:13][C:14]2[C:19]([CH3:20])=[C:18](Cl)[N:17]=[CH:16][N:15]=2)[CH2:9][CH2:8]1)=[O:6])([CH3:3])[CH3:2].CC(C)([O-])C.[Na+].[Cl:28][C:29]1[N:34]=[C:33]([CH3:35])[C:32]([NH2:36])=[CH:31][CH:30]=1. The catalyst is O1CCOCC1.C([O-])(=O)C.[Pd+2].C([O-])(=O)C.C1(C2C=CC=CC=2)C=CC=C(P(C(C)(C)C)C(C)(C)C)C=1. The product is [CH:1]([O:4][C:5]([N:7]1[CH2:12][CH2:11][CH:10]([O:13][C:14]2[C:19]([CH3:20])=[C:18]([NH:36][C:32]3[C:33]([CH3:35])=[N:34][C:29]([Cl:28])=[CH:30][CH:31]=3)[N:17]=[CH:16][N:15]=2)[CH2:9][CH2:8]1)=[O:6])([CH3:3])[CH3:2]. The yield is 0.310.